From a dataset of Full USPTO retrosynthesis dataset with 1.9M reactions from patents (1976-2016). Predict the reactants needed to synthesize the given product. The reactants are: COC1C=CC(C2SC3C=CC(OC)=CC=3C=2)=C(N)C=1.BrC1C=CC(OCCN2CCCCC2)=C(F)C=1.[F:38][C:39]1[CH:40]=[C:41]([NH:54][C:55]2[CH:60]=[C:59]([O:61]C)[CH:58]=[CH:57][C:56]=2[C:63]2[S:67][C:66]3[CH:68]=[CH:69][C:70]([O:72]C)=[CH:71][C:65]=3[CH:64]=2)[CH:42]=[CH:43][C:44]=1[O:45][CH2:46][CH2:47][N:48]1[CH2:53][CH2:52][CH2:51][CH2:50][CH2:49]1. Given the product [F:38][C:39]1[CH:40]=[C:41]([NH:54][C:55]2[CH:60]=[C:59]([OH:61])[CH:58]=[CH:57][C:56]=2[C:63]2[S:67][C:66]3[CH:68]=[CH:69][C:70]([OH:72])=[CH:71][C:65]=3[CH:64]=2)[CH:42]=[CH:43][C:44]=1[O:45][CH2:46][CH2:47][N:48]1[CH2:53][CH2:52][CH2:51][CH2:50][CH2:49]1, predict the reactants needed to synthesize it.